Task: Predict the product of the given reaction.. Dataset: Forward reaction prediction with 1.9M reactions from USPTO patents (1976-2016) (1) Given the reactants [Cl:1][C:2]1[N:7]=[C:6]2[N:8]([CH2:11][O:12][CH2:13][CH2:14][Si:15]([CH3:18])([CH3:17])[CH3:16])[CH:9]=[CH:10][C:5]2=[C:4]([N+]([O-])=O)[CH:3]=1.C([O-])([O-])=O.[K+].[K+].[OH:28][C:29]1[CH:38]=[CH:37][CH:36]=[C:35]2[C:30]=1[CH:31]=[CH:32][CH:33]=[C:34]2[C:39]([OH:41])=[O:40].Cl, predict the reaction product. The product is: [Cl:1][C:2]1[N:7]=[C:6]2[N:8]([CH2:11][O:12][CH2:13][CH2:14][Si:15]([CH3:18])([CH3:17])[CH3:16])[CH:9]=[CH:10][C:5]2=[C:4]([O:28][C:29]2[CH:38]=[CH:37][CH:36]=[C:35]3[C:30]=2[CH:31]=[CH:32][CH:33]=[C:34]3[C:39]([OH:41])=[O:40])[CH:3]=1. (2) Given the reactants C(OC(=O)[NH:7][C:8]1[CH:13]=[C:12]([CH3:14])[C:11]([Cl:15])=[CH:10][C:9]=1[NH:16][C:17](=[O:35])[CH2:18][C:19]([C:21]1[CH:26]=[CH:25][CH:24]=[C:23]([C:27]2[CH:28]=[N:29][C:30]([CH2:33][CH3:34])=[CH:31][CH:32]=2)[CH:22]=1)=O)(C)(C)C.C(O)(C(F)(F)F)=O, predict the reaction product. The product is: [Cl:15][C:11]1[C:12]([CH3:14])=[CH:13][C:8]2[N:7]=[C:19]([C:21]3[CH:26]=[CH:25][CH:24]=[C:23]([C:27]4[CH:28]=[N:29][C:30]([CH2:33][CH3:34])=[CH:31][CH:32]=4)[CH:22]=3)[CH2:18][C:17](=[O:35])[NH:16][C:9]=2[CH:10]=1. (3) The product is: [C:1]([C:5]1[C:6](=[O:17])[N:7]([CH2:19][C:20]([O:22][CH3:23])=[O:21])[C:8]2[C:13]([N:14]=1)=[CH:12][CH:11]=[C:10]([O:15][CH3:16])[CH:9]=2)([CH3:4])([CH3:2])[CH3:3]. Given the reactants [C:1]([C:5]1[C:6](=[O:17])[NH:7][C:8]2[C:13]([N:14]=1)=[CH:12][CH:11]=[C:10]([O:15][CH3:16])[CH:9]=2)([CH3:4])([CH3:3])[CH3:2].Br[CH2:19][C:20]([O:22][CH3:23])=[O:21].C(=O)([O-])[O-].[Cs+].[Cs+], predict the reaction product. (4) Given the reactants [Br:1][C:2]1[CH:13]=[C:12]([O:14]C)[C:5]2[N:6]([CH:9]3[CH2:11][CH2:10]3)[CH:7]=[N:8][C:4]=2[CH:3]=1.B(Br)(Br)Br.N.CO, predict the reaction product. The product is: [Br:1][C:2]1[CH:13]=[C:12]([OH:14])[C:5]2[N:6]([CH:9]3[CH2:11][CH2:10]3)[CH:7]=[N:8][C:4]=2[CH:3]=1. (5) Given the reactants [Br:1][C:2]1[C:3]([N:17]2[CH2:22][CH2:21][CH2:20][C@@H:19]([NH:23]C(=O)OC(C)(C)C)[CH2:18]2)=[C:4]2[C:10]([NH:11][C:12]([CH:14]3[CH2:16][CH2:15]3)=[O:13])=[CH:9][NH:8][C:5]2=[N:6][CH:7]=1.[ClH:31], predict the reaction product. The product is: [ClH:31].[NH2:23][C@@H:19]1[CH2:20][CH2:21][CH2:22][N:17]([C:3]2[C:2]([Br:1])=[CH:7][N:6]=[C:5]3[NH:8][CH:9]=[C:10]([NH:11][C:12]([CH:14]4[CH2:15][CH2:16]4)=[O:13])[C:4]=23)[CH2:18]1. (6) The product is: [Cl:10][C:4]1[CH:5]=[C:6]([C:8]#[N:9])[CH:7]=[C:2]([N:11]2[CH2:15][CH2:14][CH2:13][CH2:12]2)[N:3]=1. Given the reactants Cl[C:2]1[CH:7]=[C:6]([C:8]#[N:9])[CH:5]=[C:4]([Cl:10])[N:3]=1.[NH:11]1[CH2:15][CH2:14][CH2:13][CH2:12]1, predict the reaction product. (7) Given the reactants Br[C:2]1[CH:7]=[CH:6][C:5]([CH:8]([CH3:27])[C:9]([C:15]2[CH:26]=[CH:25][C:18]3[N:19]([CH3:24])[C:20](=[O:23])[N:21]([CH3:22])[C:17]=3[CH:16]=2)([OH:14])[C:10]([F:13])([F:12])[F:11])=[C:4]([Cl:28])[CH:3]=1.C([O-])([O-])=O.[Cs+].[Cs+].[C:35]([CH2:37][C:38]1[CH:43]=[CH:42][C:41](B(O)O)=[CH:40][CH:39]=1)#[N:36].O, predict the reaction product. The product is: [Cl:28][C:4]1[CH:3]=[C:2]([C:41]2[CH:42]=[CH:43][C:38]([CH2:37][C:35]#[N:36])=[CH:39][CH:40]=2)[CH:7]=[CH:6][C:5]=1[CH:8]([CH3:27])[C:9]([C:15]1[CH:26]=[CH:25][C:18]2[N:19]([CH3:24])[C:20](=[O:23])[N:21]([CH3:22])[C:17]=2[CH:16]=1)([OH:14])[C:10]([F:13])([F:12])[F:11]. (8) Given the reactants [CH:1]1[C:10]2[C:5](=[CH:6][CH:7]=[CH:8][CH:9]=2)[CH:4]=[CH:3][CH:2]=1.CC1C=CC2C(=CC=CC=2)C=1.[CH:22]1[C:31]2[C:26](=[CH:27][CH:28]=[CH:29][CH:30]=2)[CH:25]=[CH:24][C:23]=1[OH:32], predict the reaction product. The product is: [CH2:23]([O:32][C:7]1[CH:8]=[CH:9][C:10]2[C:5](=[CH:4][CH:3]=[CH:2][CH:1]=2)[CH:6]=1)[CH3:22].[CH:22]1[C:31]2[C:26](=[CH:27][CH:28]=[CH:29][CH:30]=2)[CH:25]=[CH:24][C:23]=1[OH:32]. (9) Given the reactants CO.C(=O)([O-])[O-].[Na+].[Na+].Br[C:10]1[CH:11]=[C:12]([F:25])[C:13]([C:16]#[C:17][Si:18]([C:21]([CH3:24])([CH3:23])[CH3:22])([CH3:20])[CH3:19])=[N:14][CH:15]=1.[Cl:26][C:27]1[CH:32]=[CH:31][C:30](OB(O)O)=[CH:29][CH:28]=1, predict the reaction product. The product is: [Si:18]([C:17]#[C:16][C:13]1[C:12]([F:25])=[CH:11][C:10]([C:30]2[CH:31]=[CH:32][C:27]([Cl:26])=[CH:28][CH:29]=2)=[CH:15][N:14]=1)([C:21]([CH3:24])([CH3:23])[CH3:22])([CH3:20])[CH3:19]. (10) Given the reactants [CH3:1][N:2]([CH3:8])[CH:3]1[CH2:7][CH2:6][NH:5][CH2:4]1.[CH:9]1([C:12]2[N:17]=[C:16]([C:18]([NH:20][C:21]3[CH:29]=[N:28][CH:27]=[CH:26][C:22]=3[C:23](O)=[O:24])=[O:19])[C:15]([NH:30][C:31]3[CH:32]=[N:33][CH:34]=[N:35][CH:36]=3)=[CH:14][CH:13]=2)[CH2:11][CH2:10]1, predict the reaction product. The product is: [CH:9]1([C:12]2[N:17]=[C:16]([C:18](=[N:20][C:21]3[CH:29]=[N:28][CH:27]=[CH:26][C:22]=3[C:23]([N:5]3[CH2:6][CH2:7][CH:3]([N:2]([CH3:8])[CH3:1])[CH2:4]3)=[O:24])[OH:19])[C:15]([NH:30][C:31]3[CH:32]=[N:33][CH:34]=[N:35][CH:36]=3)=[CH:14][CH:13]=2)[CH2:11][CH2:10]1.